Task: Predict the reactants needed to synthesize the given product.. Dataset: Full USPTO retrosynthesis dataset with 1.9M reactions from patents (1976-2016) (1) Given the product [CH2:14]([N:21]1[C:29]2[C:24](=[CH:25][CH:26]=[C:27]([Cl:30])[CH:28]=2)[C:23]([CH:31]2[CH2:36][CH2:35][N:34]([CH2:12][C:10]3[C:11]4[C:6](=[CH:5][CH:4]=[CH:3][C:2]=4[CH3:1])[CH:7]=[CH:8][CH:9]=3)[CH2:33][CH2:32]2)=[CH:22]1)[C:15]1[CH:16]=[CH:17][CH:18]=[CH:19][CH:20]=1, predict the reactants needed to synthesize it. The reactants are: [CH3:1][C:2]1[CH:3]=[CH:4][CH:5]=[C:6]2[C:11]=1[C:10]([CH:12]=O)=[CH:9][CH:8]=[CH:7]2.[CH2:14]([N:21]1[C:29]2[C:24](=[CH:25][CH:26]=[C:27]([Cl:30])[CH:28]=2)[C:23]([CH:31]2[CH2:36][CH2:35][NH:34][CH2:33][CH2:32]2)=[CH:22]1)[C:15]1[CH:20]=[CH:19][CH:18]=[CH:17][CH:16]=1. (2) Given the product [C:1]([CH:5]1[CH2:9][O:8][CH:7]([C:10]2[O:14][N:13]=[C:12]([C:15]([O-:17])=[O:16])[C:11]=2[CH3:20])[O:6]1)([CH3:4])([CH3:3])[CH3:2].[K+:26], predict the reactants needed to synthesize it. The reactants are: [C:1]([CH:5]1[CH2:9][O:8][CH:7]([C:10]2[O:14][N:13]=[C:12]([C:15]([O:17]CC)=[O:16])[C:11]=2[CH3:20])[O:6]1)([CH3:4])([CH3:3])[CH3:2].C[Si](C)(C)[O-].[K+:26]. (3) Given the product [Br:12][C:3]1[C:2]([NH:1][CH:13]2[CH2:17][CH2:16][CH2:15][CH2:14]2)=[CH:11][CH:10]=[CH:9][C:4]=1[C:5]([O:7][CH3:8])=[O:6], predict the reactants needed to synthesize it. The reactants are: [NH2:1][C:2]1[C:3]([Br:12])=[C:4]([CH:9]=[CH:10][CH:11]=1)[C:5]([O:7][CH3:8])=[O:6].[C:13]1(=O)[CH2:17][CH2:16][CH2:15][CH2:14]1.C(O)(=O)C.C([BH3-])#N.[Na+]. (4) Given the product [F:1][C:2]1[CH:33]=[C:32]([F:34])[CH:31]=[CH:30][C:3]=1[C:4]([NH:6][C:7]1[CH:29]=[CH:28][C:10]([CH2:11][N:12]2[C:20]3[C:15](=[CH:16][CH:17]=[C:18]([F:21])[CH:19]=3)[C:14]([CH2:22][C:23]([OH:25])=[O:24])=[N:13]2)=[CH:9][CH:8]=1)=[O:5], predict the reactants needed to synthesize it. The reactants are: [F:1][C:2]1[CH:33]=[C:32]([F:34])[CH:31]=[CH:30][C:3]=1[C:4]([NH:6][C:7]1[CH:29]=[CH:28][C:10]([CH2:11][N:12]2[C:20]3[C:15](=[CH:16][CH:17]=[C:18]([F:21])[CH:19]=3)[C:14]([CH2:22][C:23]([O:25]CC)=[O:24])=[N:13]2)=[CH:9][CH:8]=1)=[O:5].O.[OH-].[Li+].O.Cl. (5) Given the product [F:44][C:45]1[CH:52]=[CH:51][CH:50]=[CH:49][C:46]=1[CH2:47][CH:14]([CH2:13][N:10]1[CH2:11][CH2:12][C:7]2([C:5]3[S:6][C:2]([F:1])=[CH:3][C:4]=3[CH2:24][CH2:23][O:22]2)[CH2:8][CH2:9]1)[C:15]([O:17][C:18]([CH3:19])([CH3:20])[CH3:21])=[O:16], predict the reactants needed to synthesize it. The reactants are: [F:1][C:2]1[S:6][C:5]2[C:7]3([O:22][CH2:23][CH2:24][C:4]=2[CH:3]=1)[CH2:12][CH2:11][N:10]([CH2:13][CH2:14][C:15]([O:17][C:18]([CH3:21])([CH3:20])[CH3:19])=[O:16])[CH2:9][CH2:8]3.C[Si]([N-][Si](C)(C)C)(C)C.[Li+].CN1CCCN(C)C1=O.[F:44][C:45]1[CH:52]=[CH:51][CH:50]=[CH:49][C:46]=1[CH2:47]Br. (6) Given the product [C:1]([O:5][C:6]([NH:8][C@@H:9]1[CH2:11][C@H:10]1[C:12]1[CH:13]=[C:14]([C:18]([O:20][CH3:21])=[O:19])[S:15][C:16]=1[CH3:17])=[O:7])([CH3:4])([CH3:3])[CH3:2].[C:1]([O:5][C:6]([NH:8][C@H:9]1[CH2:11][C@@H:10]1[C:12]1[CH:13]=[C:14]([C:18]([O:20][CH3:21])=[O:19])[S:15][C:16]=1[CH3:17])=[O:7])([CH3:4])([CH3:3])[CH3:2], predict the reactants needed to synthesize it. The reactants are: [C:1]([O:5][C:6]([NH:8][C@@H:9]1[CH2:11][C@H:10]1[C:12]1[CH:13]=[C:14]([C:18]([O:20][CH3:21])=[O:19])[S:15][C:16]=1[CH3:17])=[O:7])([CH3:4])([CH3:3])[CH3:2].C(=O)=O.CO. (7) Given the product [Cl:12][C:13]1[N:18]=[C:17]([CH:5]([S:2]([CH3:1])(=[O:4])=[O:3])[C:6]([O:8][CH3:9])=[O:7])[CH:16]=[CH:15][N:14]=1, predict the reactants needed to synthesize it. The reactants are: [CH3:1][S:2]([CH2:5][C:6]([O:8][CH3:9])=[O:7])(=[O:4])=[O:3].[H-].[Na+].[Cl:12][C:13]1[N:18]=[C:17](Cl)[CH:16]=[CH:15][N:14]=1.Cl. (8) Given the product [N:13]1[CH:14]=[CH:15][CH:16]=[CH:17][C:12]=1[O:11][C@@H:8]1[CH2:9][CH2:10][C@H:5]([C:3]([NH:19][NH2:20])=[O:2])[CH2:6][CH2:7]1, predict the reactants needed to synthesize it. The reactants are: C[O:2][C:3]([C@H:5]1[CH2:10][CH2:9][C@@H:8]([O:11][C:12]2[CH:17]=[CH:16][CH:15]=[CH:14][N:13]=2)[CH2:7][CH2:6]1)=O.O.[NH2:19][NH2:20].